Dataset: Full USPTO retrosynthesis dataset with 1.9M reactions from patents (1976-2016). Task: Predict the reactants needed to synthesize the given product. (1) Given the product [F:30][C:5]([F:4])([F:31])[C:6]1[CH:11]=[CH:10][CH:9]=[CH:8][C:7]=1[S:12]([NH:15][C:16]1[S:20][C:19]2[CH2:21][CH2:22][CH2:23][CH2:24][C:18]=2[C:17]=1[C:25]([OH:27])=[O:26])(=[O:14])=[O:13], predict the reactants needed to synthesize it. The reactants are: O.[OH-].[Li+].[F:4][C:5]([F:31])([F:30])[C:6]1[CH:11]=[CH:10][CH:9]=[CH:8][C:7]=1[S:12]([NH:15][C:16]1[S:20][C:19]2[CH2:21][CH2:22][CH2:23][CH2:24][C:18]=2[C:17]=1[C:25]([O:27]CC)=[O:26])(=[O:14])=[O:13]. (2) Given the product [Cl:1][C:2]1[C:3]2[NH:9][C:3]3[C:17](=[O:20])[CH2:6][CH2:7][C:2]=3[C:4]=2[CH:5]=[C:6]([Cl:8])[CH:7]=1, predict the reactants needed to synthesize it. The reactants are: [Cl:1][C:2]1[CH:7]=[C:6]([Cl:8])[CH:5]=[CH:4][C:3]=1[NH:9]N=C1CCCC1=O.[C:17]([O-:20])(O)=O.[Na+]. (3) Given the product [CH3:15][C:10]1[C:9]2[C:13](=[CH:14][C:6]([N+:3]([O-:5])=[O:4])=[CH:7][CH:8]=2)[N:12]([CH2:24][O:23][CH2:22][CH2:21][Si:18]([CH3:20])([CH3:19])[CH3:17])[N:11]=1, predict the reactants needed to synthesize it. The reactants are: [H-].[Na+].[N+:3]([C:6]1[CH:14]=[C:13]2[C:9]([C:10]([CH:15]=O)=[N:11][NH:12]2)=[CH:8][CH:7]=1)([O-:5])=[O:4].[CH3:17][Si:18]([CH2:21][CH2:22][O:23][CH2:24]Cl)([CH3:20])[CH3:19].[NH4+].[Cl-]. (4) Given the product [F:1][C:2]1[CH:10]=[CH:9][CH:8]=[C:7]2[C:3]=1[CH:4]=[C:5]([Si:25]([CH3:28])([CH3:27])[CH3:26])[N:6]2[CH2:11][CH2:12][CH3:13], predict the reactants needed to synthesize it. The reactants are: [F:1][C:2]1[CH:10]=[CH:9][CH:8]=[C:7]2[C:3]=1[CH:4]=[CH:5][N:6]2[CH2:11][CH2:12][CH3:13].C1COCC1.C([Li])(CC)C.Cl[Si:25]([CH3:28])([CH3:27])[CH3:26]. (5) Given the product [CH:1]1([N:4]([C@H:14]2[CH2:19][CH2:18][C@H:17]([CH2:20][CH2:21][OH:22])[CH2:16][CH2:15]2)[C:5](=[O:13])[C:6]2[CH:11]=[CH:10][CH:9]=[CH:8][C:7]=2[F:12])[CH2:2][CH2:3]1, predict the reactants needed to synthesize it. The reactants are: [CH:1]1([N:4]([C@H:14]2[CH2:19][CH2:18][C@H:17]([CH2:20][C:21](OC)=[O:22])[CH2:16][CH2:15]2)[C:5](=[O:13])[C:6]2[CH:11]=[CH:10][CH:9]=[CH:8][C:7]=2[F:12])[CH2:3][CH2:2]1.[H-].[Al+3].[Li+].[H-].[H-].[H-]. (6) Given the product [ClH:21].[ClH:21].[Cl:21][C:17]1[N:16]=[C:15]([NH:14][CH:11]2[CH2:12][CH2:13][NH:8][CH2:9][CH2:10]2)[CH:20]=[CH:19][N:18]=1, predict the reactants needed to synthesize it. The reactants are: C(OC([N:8]1[CH2:13][CH2:12][CH:11]([NH:14][C:15]2[CH:20]=[CH:19][N:18]=[C:17]([Cl:21])[N:16]=2)[CH2:10][CH2:9]1)=O)(C)(C)C. (7) Given the product [C:1]([NH:8][C@@H:9]([C:17]([N:32]1[CH2:33][CH2:34][CH:29]([CH:26]2[CH2:25][CH2:24][N:23]([CH3:22])[CH2:28][CH2:27]2)[CH2:30][CH2:31]1)=[O:19])[CH2:10][CH:11]1[CH2:12][CH2:13][CH2:14][CH2:15][CH2:16]1)([O:3][C:4]([CH3:5])([CH3:6])[CH3:7])=[O:2], predict the reactants needed to synthesize it. The reactants are: [C:1]([NH:8][C@@H:9]([C:17]([OH:19])=O)[CH2:10][CH:11]1[CH2:16][CH2:15][CH2:14][CH2:13][CH2:12]1)([O:3][C:4]([CH3:7])([CH3:6])[CH3:5])=[O:2].Br.Br.[CH3:22][N:23]1[CH2:28][CH2:27][CH:26]([CH:29]2[CH2:34][CH2:33][NH:32][CH2:31][CH2:30]2)[CH2:25][CH2:24]1.C1C=CC2N(O)N=NC=2C=1.CCN=C=NCCCN(C)C.C(N(C(C)C)CC)(C)C.